From a dataset of Peptide-MHC class I binding affinity with 185,985 pairs from IEDB/IMGT. Regression. Given a peptide amino acid sequence and an MHC pseudo amino acid sequence, predict their binding affinity value. This is MHC class I binding data. (1) The peptide sequence is APEEKYLSM. The MHC is HLA-B48:01 with pseudo-sequence HLA-B48:01. The binding affinity (normalized) is 0.0847. (2) The peptide sequence is LPNRRHHLI. The MHC is HLA-A02:16 with pseudo-sequence HLA-A02:16. The binding affinity (normalized) is 0.0847. (3) The peptide sequence is FTISRDNSK. The MHC is HLA-A01:01 with pseudo-sequence HLA-A01:01. The binding affinity (normalized) is 0.